Dataset: Reaction yield outcomes from USPTO patents with 853,638 reactions. Task: Predict the reaction yield, written as a fraction of the theoretical maximum amount of product (1.0 means a 100% yield; for example, 0.34 means a 34% yield). (1) The reactants are [B-](F)(F)(F)F.[CH3:6][N:7](C(ON1C(=O)CCC1=O)=[N+](C)C)[CH3:8].[Br:21][C:22]1[CH:23]=[C:24]([C:39]([OH:41])=O)[CH:25]=[C:26]2[C:31]=1[O:30][C:29]([N:32]1[CH2:37][CH2:36][O:35][CH2:34][CH2:33]1)=[CH:28][C:27]2=[O:38].CCN(C(C)C)C(C)C. The catalyst is C(Cl)Cl. The product is [Br:21][C:22]1[CH:23]=[C:24]([C:39]([N:7]([CH3:8])[CH3:6])=[O:41])[CH:25]=[C:26]2[C:31]=1[O:30][C:29]([N:32]1[CH2:37][CH2:36][O:35][CH2:34][CH2:33]1)=[CH:28][C:27]2=[O:38]. The yield is 1.02. (2) The reactants are Cl[S:2]([N:5]=[C:6]=[O:7])(=[O:4])=[O:3].C[C:9]([OH:12])([CH3:11])C.[CH2:13]([O:15][C:16](=[O:19])[CH2:17][NH2:18])[CH3:14].[CH3:20][CH2:21]N(CC)CC.Cl. The catalyst is C(Cl)Cl. The product is [CH2:9]([O:12][C:6]([NH:5][S:2]([NH:18][CH2:17][C:16]([O:15][CH2:13][CH3:14])=[O:19])(=[O:4])=[O:3])=[O:7])[CH2:11][CH2:20][CH3:21]. The yield is 0.850. (3) The yield is 0.660. The catalyst is C(Cl)Cl. The reactants are C([O:5][C:6](=[O:40])[CH:7]([NH:11][S:12]([C:15]1[CH:20]=[CH:19][C:18]([C:21]2[CH:26]=[CH:25][C:24]([O:27][C:28](=[O:39])[NH:29][C:30]3[C:31]4[CH:38]=[CH:37][CH:36]=[CH:35][C:32]=4[S:33][CH:34]=3)=[CH:23][CH:22]=2)=[CH:17][CH:16]=1)(=[O:14])=[O:13])[CH:8]([CH3:10])[CH3:9])(C)(C)C.C(O)(C(F)(F)F)=O. The product is [S:33]1[CH:34]=[C:30]([NH:29][C:28]([O:27][C:24]2[CH:25]=[CH:26][C:21]([C:18]3[CH:17]=[CH:16][C:15]([S:12]([NH:11][CH:7]([CH:8]([CH3:9])[CH3:10])[C:6]([OH:40])=[O:5])(=[O:14])=[O:13])=[CH:20][CH:19]=3)=[CH:22][CH:23]=2)=[O:39])[C:31]2[CH:38]=[CH:37][CH:36]=[CH:35][C:32]1=2. (4) The reactants are [CH3:1][C@@H:2]1[CH2:7][CH2:6][N:5]([C:8]([O:10][C:11]([CH3:14])([CH3:13])[CH3:12])=[O:9])[CH2:4][C@@H:3]1[C:15]1[N:19]2[C:20]3[CH:26]=[CH:25][N:24](S(C4C=CC(C)=CC=4)(=O)=O)[C:21]=3[N:22]=[CH:23][C:18]2=[CH:17][N:16]=1.[OH-].[Na+].Cl. The catalyst is O1CCOCC1. The product is [C:15]1([C@@H:3]2[C@H:2]([CH3:1])[CH2:7][CH2:6][N:5]([C:8]([O:10][C:11]([CH3:12])([CH3:14])[CH3:13])=[O:9])[CH2:4]2)[N:19]2[C:20]3[CH:26]=[CH:25][NH:24][C:21]=3[N:22]=[CH:23][C:18]2=[CH:17][N:16]=1. The yield is 0.990. (5) The reactants are [C:1]([N:4]([O:42][CH3:43])[C:5]1([CH2:37][CH2:38][CH:39]([CH3:41])[CH3:40])[C:14]2[C:9](=[CH:10][CH:11]=[CH:12][CH:13]=2)[C:8]([OH:15])=[C:7]([C:16]2[NH:21][C:20]3[CH:22]=[CH:23][C:24]([NH:26]C(=O)OC(C)(C)C)=[CH:25][C:19]=3[S:18](=[O:35])(=[O:34])[N:17]=2)[C:6]1=[O:36])(=[O:3])[CH3:2].Cl.C(N(CC)CC)C.[CH3:52][S:53](Cl)(=[O:55])=[O:54]. The catalyst is O1CCOCC1. The product is [OH:15][C:8]1[C:9]2[C:14](=[CH:13][CH:12]=[CH:11][CH:10]=2)[C:5]([N:4]([O:42][CH3:43])[C:1](=[O:3])[CH3:2])([CH2:37][CH2:38][CH:39]([CH3:41])[CH3:40])[C:6](=[O:36])[C:7]=1[C:16]1[NH:21][C:20]2[CH:22]=[CH:23][C:24]([NH:26][S:53]([CH3:52])(=[O:55])=[O:54])=[CH:25][C:19]=2[S:18](=[O:34])(=[O:35])[N:17]=1. The yield is 0.530. (6) The reactants are [CH2:1](C([SnH3])=C(CCCC)CCCC)[CH2:2]CC.Br[C:17]1[CH:22]=[C:21]([O:23][CH:24]([F:26])[F:25])[CH:20]=[C:19]([F:27])[CH:18]=1.[Cl-].[Li+].[OH-].[Na+]. The catalyst is C1COCC1.Cl[Pd](Cl)([P](C1C=CC=CC=1)(C1C=CC=CC=1)C1C=CC=CC=1)[P](C1C=CC=CC=1)(C1C=CC=CC=1)C1C=CC=CC=1. The product is [F:27][C:19]1[CH:18]=[C:17]([CH:1]=[CH2:2])[CH:22]=[C:21]([O:23][CH:24]([F:26])[F:25])[CH:20]=1. The yield is 0.570. (7) The reactants are [BH4-].[Na+].[CH3:3][O:4][C:5]1[CH:6]=[C:7]([C:13]([C@@H:15]2[C@:24]3([CH3:25])[C@H:19]([C:20]([CH3:27])([CH3:26])[CH2:21][CH2:22][CH2:23]3)[CH2:18][CH:17]([CH:28]=[O:29])[C@H:16]2[CH3:30])=[O:14])[CH:8]=[C:9]([O:11][CH3:12])[CH:10]=1. The catalyst is CO. The product is [CH3:12][O:11][C:9]1[CH:8]=[C:7]([C:13]([C@@H:15]2[C@:24]3([CH3:25])[C@H:19]([C:20]([CH3:26])([CH3:27])[CH2:21][CH2:22][CH2:23]3)[CH2:18][C@H:17]([CH2:28][OH:29])[C@H:16]2[CH3:30])=[O:14])[CH:6]=[C:5]([O:4][CH3:3])[CH:10]=1. The yield is 0.960. (8) The reactants are Cl[C:2](Cl)([O:4][C:5](=[O:11])OC(Cl)(Cl)Cl)Cl.[NH2:13][C:14]1[C:15]2[CH:35]=[CH:34][CH:33]=[CH:32][C:16]=2[C:17]2[C@H:18]([CH2:30][Cl:31])[CH2:19][N:20]([C:23]([O:25][C:26]([CH3:29])([CH3:28])[CH3:27])=[O:24])[C:21]=2[CH:22]=1.[N:36]1[CH:41]=[CH:40][CH:39]=[CH:38][C:37]=1[S:42][S:43][CH:44](C)[CH2:45]O.[OH-].[Na+].CC([Si](Cl)(C)C)(C)C.N1C=CN=C1. The catalyst is C(Cl)Cl.CN(C1C=CN=CC=1)C.CN(C=O)C.CCOC(C)=O.O. The product is [Cl:31][CH2:30][C@H:18]1[C:17]2[C:16]3[CH:32]=[CH:33][CH:34]=[CH:35][C:15]=3[C:14]([NH:13][C:5]([O:4][CH2:2][CH:44]([S:43][S:42][C:37]3[CH:38]=[CH:39][CH:40]=[CH:41][N:36]=3)[CH3:45])=[O:11])=[CH:22][C:21]=2[N:20]([C:23]([O:25][C:26]([CH3:28])([CH3:29])[CH3:27])=[O:24])[CH2:19]1. The yield is 0.700.